Dataset: Peptide-MHC class II binding affinity with 134,281 pairs from IEDB. Task: Regression. Given a peptide amino acid sequence and an MHC pseudo amino acid sequence, predict their binding affinity value. This is MHC class II binding data. (1) The peptide sequence is KYYLRLWAPELAKSQ. The MHC is DRB1_1101 with pseudo-sequence DRB1_1101. The binding affinity (normalized) is 0.655. (2) The MHC is DRB1_0701 with pseudo-sequence DRB1_0701. The binding affinity (normalized) is 0.762. The peptide sequence is IDKFLANVSTVLTGK. (3) The MHC is DRB1_0404 with pseudo-sequence DRB1_0404. The binding affinity (normalized) is 0.441. The peptide sequence is QGVADAYITLVTLPK. (4) The peptide sequence is WFINWYLPISQLFYN. The MHC is DRB1_1302 with pseudo-sequence DRB1_1302. The binding affinity (normalized) is 0.353. (5) The MHC is DRB4_0101 with pseudo-sequence DRB4_0103. The peptide sequence is GELQIVDKIDAAFKH. The binding affinity (normalized) is 0.749. (6) The peptide sequence is SSYFVGKMYFNLI. The MHC is DRB1_0401 with pseudo-sequence DRB1_0401. The binding affinity (normalized) is 0.213. (7) The peptide sequence is LRTYCIEASISNITT. The MHC is DRB1_0401 with pseudo-sequence DRB1_0401. The binding affinity (normalized) is 0.631. (8) The binding affinity (normalized) is 0.0281. The MHC is DRB3_0101 with pseudo-sequence DRB3_0101. The peptide sequence is DIIEGPVKNVAVPLY. (9) The peptide sequence is VNMVRRGVRSLSNKI. The MHC is HLA-DQA10103-DQB10603 with pseudo-sequence HLA-DQA10103-DQB10603. The binding affinity (normalized) is 0. (10) The peptide sequence is SDSWLKDSAIMVASD. The MHC is HLA-DQA10301-DQB10302 with pseudo-sequence HLA-DQA10301-DQB10302. The binding affinity (normalized) is 0.460.